This data is from Catalyst prediction with 721,799 reactions and 888 catalyst types from USPTO. The task is: Predict which catalyst facilitates the given reaction. (1) Reactant: [NH:1]([C:8]1[CH:13]=[CH:12][C:11]([OH:14])=[CH:10][CH:9]=1)[C:2]1[CH:7]=[CH:6][CH:5]=[CH:4][CH:3]=1.N1C=CN=C1.[Si:20](Cl)([C:23]([CH3:26])([CH3:25])[CH3:24])([CH3:22])[CH3:21].O. Product: [Si:20]([O:14][C:11]1[CH:10]=[CH:9][C:8]([NH:1][C:2]2[CH:7]=[CH:6][CH:5]=[CH:4][CH:3]=2)=[CH:13][CH:12]=1)([C:23]([CH3:26])([CH3:25])[CH3:24])([CH3:22])[CH3:21]. The catalyst class is: 10. (2) Reactant: [CH3:1][O:2][C:3]1[CH:11]=[C:10]2[C:6]([C:7]([C:12]3[CH:17]=[CH:16][N:15]=[C:14]([NH:18][CH:19]4[CH2:24][C:23]([CH3:26])([CH3:25])[NH:22][C:21]([CH3:28])([CH3:27])[CH2:20]4)[N:13]=3)=[CH:8][NH:9]2)=[CH:5][CH:4]=1.[H-].[Na+].CN(C=O)C.Br[CH2:37][C:38]#[N:39]. Product: [CH3:1][O:2][C:3]1[CH:11]=[C:10]2[C:6]([C:7]([C:12]3[CH:17]=[CH:16][N:15]=[C:14]([NH:18][CH:19]4[CH2:24][C:23]([CH3:26])([CH3:25])[NH:22][C:21]([CH3:28])([CH3:27])[CH2:20]4)[N:13]=3)=[CH:8][N:9]2[CH2:37][C:38]#[N:39])=[CH:5][CH:4]=1. The catalyst class is: 1.